The task is: Predict the reactants needed to synthesize the given product.. This data is from Full USPTO retrosynthesis dataset with 1.9M reactions from patents (1976-2016). (1) Given the product [Cl:11][C:10]1[C:2]([NH:1][C:19]([C:20]2[CH:25]=[CH:24][N:23]=[CH:22][CH:21]=2)=[O:26])=[C:3]([CH:7]=[CH:8][N:9]=1)[C:4]([NH2:6])=[O:5], predict the reactants needed to synthesize it. The reactants are: [NH2:1][C:2]1[C:10]([Cl:11])=[N:9][CH:8]=[CH:7][C:3]=1[C:4]([NH2:6])=[O:5].C([O-])([O-])=O.[K+].[K+].Cl.[C:19](Cl)(=[O:26])[C:20]1[CH:25]=[CH:24][N:23]=[CH:22][CH:21]=1. (2) Given the product [NH2:6][C:7]1[CH:8]=[C:9]([C:13]2[C:21]([C:22]3[CH:27]=[CH:26][N:25]=[C:24]([NH:28][C:29]4[CH:34]=[CH:33][CH:32]=[C:31]([C:35]5[O:39][CH:38]=[N:37][CH:36]=5)[CH:30]=4)[N:23]=3)=[C:16]3[CH:17]=[CH:18][CH:19]=[CH:20][N:15]3[N:14]=2)[CH:10]=[CH:11][CH:12]=1, predict the reactants needed to synthesize it. The reactants are: Cl.FC(F)(F)C([NH:6][C:7]1[CH:12]=[CH:11][CH:10]=[C:9]([C:13]2[C:21]([C:22]3[CH:27]=[CH:26][N:25]=[C:24]([NH:28][C:29]4[CH:34]=[CH:33][CH:32]=[C:31]([C:35]5[O:39][CH:38]=[N:37][CH:36]=5)[CH:30]=4)[N:23]=3)=[C:16]3[CH:17]=[CH:18][CH:19]=[CH:20][N:15]3[N:14]=2)[CH:8]=1)=O.[Li+].[OH-]. (3) Given the product [C:24]([C:26]1[CH:31]=[CH:30][C:29]([CH2:32][CH2:33][N:18]2[CH2:17][CH2:16][C:15]([CH2:14][O:13][C:12]3[CH:11]=[CH:10][C:9]([C:7]([O:6][CH3:5])=[O:8])=[CH:23][CH:22]=3)([OH:21])[CH2:20][CH2:19]2)=[CH:28][CH:27]=1)#[N:25], predict the reactants needed to synthesize it. The reactants are: C(O)(=O)C.[CH3:5][O:6][C:7]([C:9]1[CH:23]=[CH:22][C:12]([O:13][CH2:14][C:15]2([OH:21])[CH2:20][CH2:19][NH:18][CH2:17][CH2:16]2)=[CH:11][CH:10]=1)=[O:8].[C:24]([C:26]1[CH:31]=[CH:30][C:29]([CH2:32][CH:33]=O)=[CH:28][CH:27]=1)#[N:25].C(O[BH-](OC(=O)C)OC(=O)C)(=O)C.[Na+]. (4) Given the product [CH2:1]([N:10]1[C:15](=[O:16])[C:14]([CH2:17][N:35]2[CH2:36][CH2:37][N:32]([CH3:31])[CH2:33][CH2:34]2)=[CH:13][C:12]([C:23]2[CH:28]=[CH:27][C:26]([F:29])=[C:25]([CH3:30])[CH:24]=2)=[N:11]1)[CH:2]=[CH:3][C:4]1[CH:9]=[CH:8][CH:7]=[CH:6][CH:5]=1, predict the reactants needed to synthesize it. The reactants are: [CH2:1]([N:10]1[C:15](=[O:16])[C:14]([CH2:17]OS(C)(=O)=O)=[CH:13][C:12]([C:23]2[CH:28]=[CH:27][C:26]([F:29])=[C:25]([CH3:30])[CH:24]=2)=[N:11]1)[CH:2]=[CH:3][C:4]1[CH:9]=[CH:8][CH:7]=[CH:6][CH:5]=1.[CH3:31][N:32]1[CH2:37][CH2:36][NH:35][CH2:34][CH2:33]1. (5) Given the product [F:16][C:15]1[CH:14]=[C:13]([C:17]([OH:20])([CH3:18])[CH3:19])[CH:12]=[C:11]([F:21])[C:10]=1[C:4]1[S:3][C:2]([NH:1][C:27]2[CH:28]=[CH:23][N:24]=[C:25]([N:29]3[CH2:30][CH2:31][CH2:32][CH2:33]3)[N:26]=2)=[C:6]([C:7]([NH2:9])=[O:8])[CH:5]=1, predict the reactants needed to synthesize it. The reactants are: [NH2:1][C:2]1[S:3][C:4]([C:10]2[C:15]([F:16])=[CH:14][C:13]([C:17]([OH:20])([CH3:19])[CH3:18])=[CH:12][C:11]=2[F:21])=[CH:5][C:6]=1[C:7]([NH2:9])=[O:8].Cl[C:23]1[CH:28]=[CH:27][N:26]=[C:25]([N:29]2[CH2:33][CH2:32][CH2:31][CH2:30]2)[N:24]=1. (6) Given the product [OH:11][C:8]1([C@H:2]([NH:1][C:13]2[CH2:17][S:16][C:15](=[O:18])[N:14]=2)[C:3]([N:5]([CH3:7])[CH3:6])=[O:4])[CH2:10][CH2:9]1, predict the reactants needed to synthesize it. The reactants are: [NH2:1][C@@H:2]([C:8]1([OH:11])[CH2:10][CH2:9]1)[C:3]([N:5]([CH3:7])[CH3:6])=[O:4].S=[C:13]1[CH2:17][S:16][C:15](=[O:18])[NH:14]1. (7) Given the product [I:1][C:2]1[O:3][CH:4]=[CH:5][C:6]=1[C:7]([Cl:12])=[O:9], predict the reactants needed to synthesize it. The reactants are: [I:1][C:2]1[O:3][CH:4]=[CH:5][C:6]=1[C:7]([OH:9])=O.S(Cl)([Cl:12])=O. (8) Given the product [F:1][C:2]1[CH:7]=[C:6]([F:8])[CH:5]=[CH:4][C:3]=1[C:9]1[N:10]=[C:11]2[CH2:16][CH2:15][CH2:14][CH2:13][N:12]2[C:17]=1[I:25], predict the reactants needed to synthesize it. The reactants are: [F:1][C:2]1[CH:7]=[C:6]([F:8])[CH:5]=[CH:4][C:3]=1[C:9]1[N:10]=[C:11]2[CH2:16][CH2:15][CH2:14][CH2:13][N:12]2[CH:17]=1.C1C(=O)N([I:25])C(=O)C1. (9) Given the product [CH:62]1([C@@H:49]([NH:48][C:8]([C:7]2[C:2]([OH:1])=[N:3][C:4]([N:11]3[CH:15]=[CH:14][CH:13]=[N:12]3)=[N:5][CH:6]=2)=[O:10])[C:50]2[CH:51]=[CH:52][C:53]([P:56]([CH3:61])(=[O:60])[O:57][CH2:58][CH3:59])=[CH:54][CH:55]=2)[CH2:63][CH2:64][CH2:65][CH2:66][CH2:67]1, predict the reactants needed to synthesize it. The reactants are: [OH:1][C:2]1[C:7]([C:8]([OH:10])=O)=[CH:6][N:5]=[C:4]([N:11]2[CH:15]=[CH:14][CH:13]=[N:12]2)[N:3]=1.CCN(CC)CC.CN(C(ON1N=NC2C=CC=NC1=2)=[N+](C)C)C.F[P-](F)(F)(F)(F)F.Cl.[NH2:48][C@H:49]([CH:62]1[CH2:67][CH2:66][CH2:65][CH2:64][CH2:63]1)[C:50]1[CH:55]=[CH:54][C:53]([P:56]([CH3:61])(=[O:60])[O:57][CH2:58][CH3:59])=[CH:52][CH:51]=1. (10) Given the product [C:3]([C:6]1[CH:18]=[CH:17][C:16]2[N:15]([CH2:27][CH2:26][Br:25])[C:14]3[CH:13]=[CH:12][C:11]4[C:19](=[O:22])[CH2:20][CH2:21][C:10]=4[C:9]=3[C:8]=2[CH:7]=1)(=[O:5])[CH3:4], predict the reactants needed to synthesize it. The reactants are: [H-].[Na+].[C:3]([C:6]1[CH:18]=[CH:17][C:16]2[NH:15][C:14]3[CH:13]=[CH:12][C:11]4[C:19](=[O:22])[CH2:20][CH2:21][C:10]=4[C:9]=3[C:8]=2[CH:7]=1)(=[O:5])[CH3:4].[H][H].[Br:25][CH2:26][CH2:27]Br.